Task: Regression. Given a peptide amino acid sequence and an MHC pseudo amino acid sequence, predict their binding affinity value. This is MHC class II binding data.. Dataset: Peptide-MHC class II binding affinity with 134,281 pairs from IEDB The peptide sequence is AAATVGTTVYGAFAA. The MHC is HLA-DQA10102-DQB10602 with pseudo-sequence HLA-DQA10102-DQB10602. The binding affinity (normalized) is 0.759.